This data is from Full USPTO retrosynthesis dataset with 1.9M reactions from patents (1976-2016). The task is: Predict the reactants needed to synthesize the given product. Given the product [F:17][C:4]1[CH:3]=[C:2]([C:23]2[CH:22]=[N:21][C:20]([O:19][CH3:18])=[N:25][CH:24]=2)[C:10]2[N:9]3[CH2:11][CH2:12][NH:13][C:14](=[O:15])[C:8]3=[C:7]([CH3:16])[C:6]=2[CH:5]=1, predict the reactants needed to synthesize it. The reactants are: Br[C:2]1[C:10]2[N:9]3[CH2:11][CH2:12][NH:13][C:14](=[O:15])[C:8]3=[C:7]([CH3:16])[C:6]=2[CH:5]=[C:4]([F:17])[CH:3]=1.[CH3:18][O:19][C:20]1[N:25]=[CH:24][C:23](B(O)O)=[CH:22][N:21]=1.